This data is from Full USPTO retrosynthesis dataset with 1.9M reactions from patents (1976-2016). The task is: Predict the reactants needed to synthesize the given product. Given the product [OH:13][C:14]1[C:22]([O:23][CH3:24])=[C:21]([O:25][CH3:26])[C:20]([O:27][CH3:28])=[CH:19][C:15]=1[C:16]([OH:18])=[O:17].[CH3:28][O:27][C:20]1[CH:19]=[C:15]([CH:14]=[C:22]([O:23][CH3:24])[C:21]=1[O:25][CH3:26])[C:16]([OH:18])=[O:17], predict the reactants needed to synthesize it. The reactants are: COC1C=CC=C(OC)C=1OC.[OH:13][C:14]1[C:22]([O:23][CH3:24])=[C:21]([O:25][CH3:26])[C:20]([O:27][CH3:28])=[CH:19][C:15]=1[C:16]([OH:18])=[O:17].O=P12OP3(OP(OP(O3)(O1)=O)(=O)O2)=O.